Dataset: Full USPTO retrosynthesis dataset with 1.9M reactions from patents (1976-2016). Task: Predict the reactants needed to synthesize the given product. (1) Given the product [NH2:1][C:2]1[N:7]=[C:6]([C:8]2[O:9][CH:10]=[CH:11][CH:12]=2)[C:5]([C:13]#[N:14])=[C:4]([NH:25][CH2:24][C:20]2[CH:19]=[N:18][CH:23]=[CH:22][CH:21]=2)[N:3]=1, predict the reactants needed to synthesize it. The reactants are: [NH2:1][C:2]1[N:7]=[C:6]([C:8]2[O:9][CH:10]=[CH:11][CH:12]=2)[C:5]([C:13]#[N:14])=[C:4](S(C)=O)[N:3]=1.[N:18]1[CH:23]=[CH:22][CH:21]=[C:20]([CH2:24][NH2:25])[CH:19]=1. (2) Given the product [F:24][C:25]1[CH:26]=[C:27]([CH:31]=[CH:32][C:33]=1[F:34])[C:28]([NH:17][C:14]1[CH:15]=[CH:16][C:11]([O:10][CH2:9][CH2:8][N:3]2[CH2:4][CH2:5][CH2:6][CH2:7][CH:2]2[CH3:1])=[C:12]([C:18]2[N:19]([CH3:23])[N:20]=[CH:21][CH:22]=2)[CH:13]=1)=[O:29], predict the reactants needed to synthesize it. The reactants are: [CH3:1][CH:2]1[CH2:7][CH2:6][CH2:5][CH2:4][N:3]1[CH2:8][CH2:9][O:10][C:11]1[CH:16]=[CH:15][C:14]([NH2:17])=[CH:13][C:12]=1[C:18]1[N:19]([CH3:23])[N:20]=[CH:21][CH:22]=1.[F:24][C:25]1[CH:26]=[C:27]([CH:31]=[CH:32][C:33]=1[F:34])[C:28](Cl)=[O:29].C(N(CC)CC)C. (3) The reactants are: [CH2:1]([O:3][C@@H:4]([CH2:9][C:10]1[CH:15]=[CH:14][C:13]([C:16]2[CH:21]=[CH:20][CH:19]=[C:18]([CH2:22][NH:23][CH3:24])[CH:17]=2)=[CH:12][CH:11]=1)[C:5]([O:7][CH3:8])=[O:6])[CH3:2].[C:25]1([C:34]2[CH:39]=[CH:38][CH:37]=[CH:36][CH:35]=2)[CH:30]=[CH:29][C:28]([C:31](Cl)=[O:32])=[CH:27][CH:26]=1. Given the product [C:25]1([C:34]2[CH:39]=[CH:38][CH:37]=[CH:36][CH:35]=2)[CH:30]=[CH:29][C:28]([C:31]([N:23]([CH2:22][C:18]2[CH:17]=[C:16]([C:13]3[CH:14]=[CH:15][C:10]([CH2:9][C@H:4]([O:3][CH2:1][CH3:2])[C:5]([O:7][CH3:8])=[O:6])=[CH:11][CH:12]=3)[CH:21]=[CH:20][CH:19]=2)[CH3:24])=[O:32])=[CH:27][CH:26]=1, predict the reactants needed to synthesize it. (4) Given the product [OH:1][CH2:2][CH2:3][CH2:4][CH2:5][CH2:6][N:7]1[CH2:12][CH2:11][NH:10][CH2:9][CH2:8]1, predict the reactants needed to synthesize it. The reactants are: [OH:1][CH2:2][CH2:3][CH2:4][CH2:5][CH2:6][N:7]1[CH2:12][CH2:11][N:10](C(OCC)=O)[CH2:9][CH2:8]1.[OH-].[Na+].C(O)C. (5) Given the product [CH2:11]([O:13][C:14](=[O:19])[C:15]([C:17]#[N:18])([CH3:16])[CH2:9][O:8][C:3]1[CH:4]=[CH:5][CH:6]=[CH:7][C:2]=1[Cl:1])[CH3:12], predict the reactants needed to synthesize it. The reactants are: [Cl:1][C:2]1[CH:7]=[CH:6][CH:5]=[CH:4][C:3]=1[O:8][CH2:9]Cl.[CH2:11]([O:13][C:14](=[O:19])[CH:15]([C:17]#[N:18])[CH3:16])[CH3:12].CC[O-].[Na+]. (6) Given the product [CH3:22][N:20]1[CH2:19][CH2:18][CH2:17][C:12]2[NH:13][C:14]3[CH:15]=[CH:16][C:8]([CH3:7])=[CH:9][C:10]=3[C:11]=2[CH2:21]1, predict the reactants needed to synthesize it. The reactants are: [H-].[Al+3].[Li+].[H-].[H-].[H-].[CH3:7][C:8]1[CH:16]=[CH:15][C:14]2[NH:13][C:12]3[CH2:17][CH2:18][CH2:19][N:20]([CH:22]=O)[CH2:21][C:11]=3[C:10]=2[CH:9]=1. (7) Given the product [CH3:1][P:2]([CH3:11])([C:4]1[CH:9]=[CH:8][C:7]([N+:13]([O-:15])=[O:14])=[CH:6][CH:5]=1)=[O:3], predict the reactants needed to synthesize it. The reactants are: [CH3:1][P:2]([CH3:11])([C:4]1[CH:9]=[CH:8][C:7](F)=[CH:6][CH:5]=1)=[O:3].[Li][N+:13]([O-:15])=[O:14]. (8) The reactants are: Cl[C:2]1[N:7]=[CH:6][N:5]=[C:4]([N:8]2[CH2:13][CH2:12][N:11]([C:14]([O:16][C:17]([CH3:20])([CH3:19])[CH3:18])=[O:15])[CH2:10][CH2:9]2)[CH:3]=1.[F:21][C:22]1[C:27]([F:28])=[CH:26][CH:25]=[CH:24][C:23]=1B(O)O.C(=O)([O-])[O-].[Na+].[Na+].C1(C)C=CC=CC=1. Given the product [F:21][C:22]1[C:27]([F:28])=[CH:26][CH:25]=[CH:24][C:23]=1[C:2]1[N:7]=[CH:6][N:5]=[C:4]([N:8]2[CH2:13][CH2:12][N:11]([C:14]([O:16][C:17]([CH3:20])([CH3:19])[CH3:18])=[O:15])[CH2:10][CH2:9]2)[CH:3]=1, predict the reactants needed to synthesize it.